This data is from Full USPTO retrosynthesis dataset with 1.9M reactions from patents (1976-2016). The task is: Predict the reactants needed to synthesize the given product. (1) Given the product [CH2:1]([P:3]([CH2:6][CH:7]([CH3:10])[CH2:8][OH:9])(=[O:5])[OH:4])[CH3:2], predict the reactants needed to synthesize it. The reactants are: [CH2:1]([P:3]([OH:5])[OH:4])[CH3:2].[CH3:6][C:7](=[CH2:10])[CH2:8][OH:9].CC(N=NC(C#N)(C)C)(C#N)C. (2) The reactants are: [CH3:1][N:2]1[C:6](=[O:7])[C:5](=[CH:8][C:9]2[CH:14]=[CH:13][C:12]([N+:15]([O-])=O)=[CH:11][CH:10]=2)[S:4][C:3]1=[O:18]. Given the product [NH2:15][C:12]1[CH:13]=[CH:14][C:9]([CH2:8][CH:5]2[S:4][C:3](=[O:18])[N:2]([CH3:1])[C:6]2=[O:7])=[CH:10][CH:11]=1, predict the reactants needed to synthesize it. (3) Given the product [C:29]([CH2:30][NH:31][C:24]([C:17]12[CH2:22][CH:21]3[CH2:20][CH:19]([CH2:23][CH:15]([CH:14]3[N:13]3[C:5]4=[C:6]5[CH:12]=[CH:11][NH:10][C:7]5=[N:8][CH:9]=[C:4]4[NH:3][C:2]3=[O:1])[CH2:16]1)[CH2:18]2)=[O:25])#[N:28], predict the reactants needed to synthesize it. The reactants are: [O:1]=[C:2]1[N:13]([CH:14]2[CH:21]3[CH2:22][C:17]4([C:24](O)=[O:25])[CH2:18][CH:19]([CH2:23][CH:15]2[CH2:16]4)[CH2:20]3)[C:5]2=[C:6]3[CH:12]=[CH:11][NH:10][C:7]3=[N:8][CH:9]=[C:4]2[NH:3]1.Cl.[NH2:28][CH2:29][C:30]#[N:31].ON1C2C=CC=CC=2N=N1.C(N(C(C)C)CC)(C)C.Cl.C(N=C=NCCCN(C)C)C. (4) Given the product [CH2:1]([C:5]1[N:6]=[C:7]([NH:25][CH2:26][C:27]2[CH:32]=[CH:31][C:30]([O:33][CH3:34])=[CH:29][C:28]=2[O:35][CH3:36])[C:8]2[NH:13][N:12]=[C:11]([CH2:14][CH2:15][CH2:16][CH2:17][CH2:18][N:19]3[CH2:23][CH2:22][CH:21]([F:24])[CH2:37][CH2:20]3)[C:9]=2[N:10]=1)[CH2:2][CH2:3][CH3:4], predict the reactants needed to synthesize it. The reactants are: [CH2:1]([C:5]1[N:6]=[C:7]([NH:25][CH2:26][C:27]2[CH:32]=[CH:31][C:30]([O:33][CH3:34])=[CH:29][C:28]=2[O:35][CH3:36])[C:8]2[NH:13][N:12]=[C:11]([CH2:14][CH2:15][CH2:16][CH2:17][CH2:18][N:19]3[CH2:23][CH2:22][C@H:21]([F:24])[CH2:20]3)[C:9]=2[N:10]=1)[CH2:2][CH2:3][CH3:4].[CH2:37](C1N=C(NCC2C=CC(OC)=CC=2OC)C2NN=C(C#CCCCCl)C=2N=1)CCC.Cl.FC1CCNCC1.